This data is from CYP3A4 inhibition data for predicting drug metabolism from PubChem BioAssay. The task is: Regression/Classification. Given a drug SMILES string, predict its absorption, distribution, metabolism, or excretion properties. Task type varies by dataset: regression for continuous measurements (e.g., permeability, clearance, half-life) or binary classification for categorical outcomes (e.g., BBB penetration, CYP inhibition). Dataset: cyp3a4_veith. (1) The drug is COc1cc(/C=C(/C#N)c2nc3ccccc3[nH]2)ccc1Oc1ncccc1[N+](=O)[O-]. The result is 1 (inhibitor). (2) The drug is O=C(NCC1COc2ccccc2O1)C1CCN(S(=O)(=O)c2cccc3nsnc23)CC1. The result is 1 (inhibitor).